Task: Regression. Given a peptide amino acid sequence and an MHC pseudo amino acid sequence, predict their binding affinity value. This is MHC class I binding data.. Dataset: Peptide-MHC class I binding affinity with 185,985 pairs from IEDB/IMGT The binding affinity (normalized) is 0.275. The peptide sequence is SKQYIHCFRK. The MHC is HLA-A68:01 with pseudo-sequence HLA-A68:01.